Dataset: Experimentally validated miRNA-target interactions with 360,000+ pairs, plus equal number of negative samples. Task: Binary Classification. Given a miRNA mature sequence and a target amino acid sequence, predict their likelihood of interaction. (1) The miRNA is hsa-miR-4316 with sequence GGUGAGGCUAGCUGGUG. Result: 1 (interaction). The protein sequence of the target gene is MSNESCLPYYTAHSYSSMSAFKTSMGDLQRQLYNRGEYNIFKYAPMFESNFIQINKKGEVIDVHNRVRMVTVGIVCTSPILPLPDVMVLAQPTKICEQHVRWGRFAKGRGRRPVKTLELTRLLPLKFVKISIHDHEKQQLRLKLATGRTFYLQLCPSSDTREDLFCYWEKLVYLLRPPVESYCSTPTLLSGDAPPEDNKSLVAAELHREGDQSETGLYKPCDVSAATSSAYAGGEGIQHASHGTASAASPSTSTPGAAEGGAARTAGGMAVAGTATGPRTDVAIAGAAMSPATGAMSIAT.... (2) The miRNA is mmu-miR-30e-5p with sequence UGUAAACAUCCUUGACUGGAAG. The protein sequence of the target gene is MAPTLFQKLFSKRSGLGAPGRDARDPDCAFSWPLPEFDPSQIRLIVYQDCERRGRNVLFDSSVKRKNEDTSVSKLCNDAQVKVFGKCCQLKPGGDSSSSLDSSITLSSDGKDQCPKYQGSRCSSDANMLGEMMFGSVAMSYKGSTLKIHQIRSPPQLMLSKVFTARTGSSICGSLNTLQDSLEFINQDSNTLKADSSTVSNGLLGNIGLSQFCSPRRAFSEQGPLRLIRSASFFAVHSNPMDMPGRELNEDRDSGIARSASLSSLFITPFPSPNSSLTRSCASSYQRRWRRSQTTSLENG.... Result: 1 (interaction). (3) The miRNA is hsa-miR-1237-5p with sequence CGGGGGCGGGGCCGAAGCGCG. The protein sequence of the target gene is MSSDEKGISPAHKTSTPTHRSASSSTSSQRDSRQSIHILERTASSSTEPSVSRQLLEPEPVPLSKEADSWEIIEGLKIGQTNVQKPDKHEGFMLKKRKWPLKGWHKRFFVLDNGMLKYSKAPLDIQKGKVHGSIDVGLSVMSIKKKARRIDLDTEEHIYHLKVKSQDWFDAWVSKLRHHRLYRQNEIVRSPRDASFHIFPSTSTAESSPAANVSVMDGKMQPNSFPWQSPLPCSNSLPATCTTGQSKVAAWLQDSEEMDRCAEDLAHCQSNLVELSKLLQNLEILQRTQSAPNFTDMQAN.... Result: 0 (no interaction). (4) The miRNA is hsa-miR-149-5p with sequence UCUGGCUCCGUGUCUUCACUCCC. The protein sequence of the target gene is MAARCSTRWLLVVVGTPRLPAISGRGARPPREGVVGAWLSRKLSVPAFASSLTSCGPRALLTLRPGVSLTGTKHNPFICTASFHTSAPLAKEDYYQILGVPRNASQKEIKKAYYQLAKKYHPDTNKDDPKAKEKFSQLAEAYEVLSDEVKRKQYDAYGSAGFDPGASGSQHSYWKGGPTVDPEELFRKIFGEFSSSSFGDFQTVFDQPQEYFMELTFNQAAKGVNKEFTVNIMDTCERCNGKGNEPGTKVQHCHYCGGSGMETINTGPFVMRSTCRRCGGRGSIIISPCVVCRGAGQAKQ.... Result: 1 (interaction).